This data is from Full USPTO retrosynthesis dataset with 1.9M reactions from patents (1976-2016). The task is: Predict the reactants needed to synthesize the given product. (1) The reactants are: [Cl:1][C:2]1[C:7]([O:8][CH3:9])=[CH:6][C:5]([O:10][CH3:11])=[C:4]([Cl:12])[C:3]=1[C:13]1[N:18]=[CH:17][C:16]2[C:19](I)=[N:20][NH:21][C:15]=2[CH:14]=1.CC1(C)C(C)(C)OB([C:31]2[CH:32]=[N:33][N:34]([CH:36]([CH3:39])[C:37]#[N:38])[CH:35]=2)O1. Given the product [Cl:1][C:2]1[C:7]([O:8][CH3:9])=[CH:6][C:5]([O:10][CH3:11])=[C:4]([Cl:12])[C:3]=1[C:13]1[N:18]=[CH:17][C:16]2[C:19]([C:31]3[CH:32]=[N:33][N:34]([CH:36]([CH3:39])[C:37]#[N:38])[CH:35]=3)=[N:20][NH:21][C:15]=2[CH:14]=1, predict the reactants needed to synthesize it. (2) Given the product [CH3:10][C:9]1[O:8][N:7]=[C:6]([C:11]2[CH:16]=[CH:15][CH:14]=[CH:13][CH:12]=2)[C:5]=1[C:3]([OH:4])=[O:2], predict the reactants needed to synthesize it. The reactants are: C[O:2][C:3]([C:5]1[C:6]([C:11]2[CH:16]=[CH:15][CH:14]=[CH:13][CH:12]=2)=[N:7][O:8][C:9]=1[CH3:10])=[O:4].[OH-].[Na+]. (3) Given the product [Cl:34][C:29]1[CH:30]=[CH:31][CH:32]=[CH:33][C:28]=1[CH2:27][C:19]1[C:20]([C:23]([NH:2][NH2:3])=[O:24])=[N:21][NH:22][C:18]=1[N:14]1[CH2:15][CH2:16][CH2:17][C@@H:12]([NH:11][C:9](=[O:10])[O:8][C:4]([CH3:5])([CH3:6])[CH3:7])[CH2:13]1, predict the reactants needed to synthesize it. The reactants are: O.[NH2:2][NH2:3].[C:4]([O:8][C:9]([NH:11][C@@H:12]1[CH2:17][CH2:16][CH2:15][N:14]([C:18]2[NH:22][N:21]=[C:20]([C:23](OC)=[O:24])[C:19]=2[CH2:27][C:28]2[CH:33]=[CH:32][CH:31]=[CH:30][C:29]=2[Cl:34])[CH2:13]1)=[O:10])([CH3:7])([CH3:6])[CH3:5]. (4) Given the product [Br:1][CH2:2][C:3]([NH:20][CH2:19][CH2:18][NH:17][C:10]([O:12][C:13]([CH3:14])([CH3:15])[CH3:16])=[O:11])=[O:4], predict the reactants needed to synthesize it. The reactants are: [Br:1][CH2:2][C:3](O[C:3](=[O:4])[CH2:2][Br:1])=[O:4].[C:10]([NH:17][CH2:18][CH2:19][NH2:20])([O:12][C:13]([CH3:16])([CH3:15])[CH3:14])=[O:11].C1C=C2C(C(O)(O)C(=O)C2=CC=1)=O. (5) Given the product [Cl:52][C:53]1[CH:58]=[C:57]([F:59])[CH:56]=[CH:55][C:54]=1[N:6]1[CH2:7][C:2]([CH3:17])([CH3:1])[C:3]2[O:10][C:9]([C:11]3[CH:16]=[CH:15][CH:14]=[CH:13][N:12]=3)=[N:8][C:4]=2[CH2:5]1, predict the reactants needed to synthesize it. The reactants are: [CH3:1][C:2]1([CH3:17])[CH2:7][NH:6][CH2:5][C:4]2[N:8]=[C:9]([C:11]3[CH:16]=[CH:15][CH:14]=[CH:13][N:12]=3)[O:10][C:3]1=2.CC(C1C=C(C(C)C)C(C2C=CC=CC=2P(C2CCCCC2)C2CCCCC2)=C(C(C)C)C=1)C.[Cl:52][C:53]1[CH:58]=[C:57]([F:59])[CH:56]=[CH:55][C:54]=1I. (6) Given the product [Cl:1][C:2]1[CH:8]=[C:7]([O:9][C:10]2[C:19]3[C:14](=[CH:15][C:16]([O:22][CH3:23])=[C:17]([O:20][CH3:21])[CH:18]=3)[N:13]=[CH:12][N:11]=2)[CH:6]=[CH:5][C:3]=1[NH:4][C:42](=[O:48])[O:41][CH2:39][C:55]1[CH:58]=[CH:59][C:52]([C:51]([F:61])([F:60])[F:50])=[CH:53][CH:54]=1, predict the reactants needed to synthesize it. The reactants are: [Cl:1][C:2]1[CH:8]=[C:7]([O:9][C:10]2[C:19]3[C:14](=[CH:15][C:16]([O:22][CH3:23])=[C:17]([O:20][CH3:21])[CH:18]=3)[N:13]=[CH:12][N:11]=2)[CH:6]=[CH:5][C:3]=1[NH2:4].C1(C)C=CC=CC=1.C(N(CC)CC)C.Cl[C:39](Cl)([O:41][C:42](=[O:48])OC(Cl)(Cl)Cl)Cl.[F:50][C:51]([F:61])([F:60])[C:52]1[CH:59]=[CH:58][C:55](CO)=[CH:54][CH:53]=1. (7) The reactants are: Cl.[CH:2]([N:5]1[C:13]2[C:8](=[CH:9][C:10]([O:14][CH:15]3[CH2:20][CH2:19][N:18]([CH:21]([CH3:23])[CH3:22])[CH2:17][CH2:16]3)=[CH:11][CH:12]=2)[CH:7]=[C:6]1[C:24]([N:26]1[CH2:31][CH2:30][NH:29][CH2:28][CH2:27]1)=[O:25])([CH3:4])[CH3:3].[F:32][C:33]([F:40])([F:39])[CH2:34][S:35](Cl)(=[O:37])=[O:36]. Given the product [CH:2]([N:5]1[C:13]2[C:8](=[CH:9][C:10]([O:14][CH:15]3[CH2:20][CH2:19][N:18]([CH:21]([CH3:23])[CH3:22])[CH2:17][CH2:16]3)=[CH:11][CH:12]=2)[CH:7]=[C:6]1[C:24]([N:26]1[CH2:27][CH2:28][N:29]([S:35]([CH2:34][C:33]([F:40])([F:39])[F:32])(=[O:37])=[O:36])[CH2:30][CH2:31]1)=[O:25])([CH3:3])[CH3:4], predict the reactants needed to synthesize it.